From a dataset of Reaction yield outcomes from USPTO patents with 853,638 reactions. Predict the reaction yield, written as a fraction of the theoretical maximum amount of product (1.0 means a 100% yield; for example, 0.34 means a 34% yield). (1) The reactants are [CH:1]([C:4]1[C:9]([CH3:10])=[CH:8][CH:7]=[CH:6][C:5]=1[O:11][CH3:12])([CH3:3])[CH3:2].[Br-:13].[Br-].[Br-].C([N+](CCCC)(CCCC)CCCC)CCC.C([N+](CCCC)(CCCC)CCCC)CCC.C([N+](CCCC)(CCCC)CCCC)CCC. The catalyst is C(Cl)Cl. The product is [Br:13][C:8]1[CH:7]=[CH:6][C:5]([O:11][CH3:12])=[C:4]([CH:1]([CH3:3])[CH3:2])[C:9]=1[CH3:10]. The yield is 0.920. (2) The reactants are [C:1]([O:5][C:6](=[O:20])[NH:7][C@H:8]1[CH2:13][CH2:12][C@H:11]([C:14](=[O:19])[N:15]([O:17][CH3:18])[CH3:16])[CH2:10][CH2:9]1)([CH3:4])([CH3:3])[CH3:2].[H-].[Na+].I[CH3:24].OS([O-])(=O)=O.[K+]. The catalyst is CN(C=O)C.O.CCOCC. The product is [C:1]([O:5][C:6](=[O:20])[N:7]([C@H:8]1[CH2:13][CH2:12][C@H:11]([C:14](=[O:19])[N:15]([O:17][CH3:18])[CH3:16])[CH2:10][CH2:9]1)[CH3:24])([CH3:4])([CH3:2])[CH3:3]. The yield is 0.840. (3) The reactants are [CH:1]([S:4]([C:7]1[CH:12]=[CH:11][C:10](B2OC(C)(C)C(C)(C)O2)=[C:9]([O:22][CH3:23])[CH:8]=1)(=[O:6])=[O:5])([CH3:3])[CH3:2].[Br:24][C:25]1[CH:26]=[CH:27][C:28]([F:32])=[C:29](I)[CH:30]=1.C(=O)([O-])[O-].[Na+].[Na+]. The catalyst is O1CCOCC1.O.C1C=CC([P]([Pd]([P](C2C=CC=CC=2)(C2C=CC=CC=2)C2C=CC=CC=2)([P](C2C=CC=CC=2)(C2C=CC=CC=2)C2C=CC=CC=2)[P](C2C=CC=CC=2)(C2C=CC=CC=2)C2C=CC=CC=2)(C2C=CC=CC=2)C2C=CC=CC=2)=CC=1. The product is [Br:24][C:25]1[CH:30]=[CH:29][C:28]([F:32])=[C:27]([C:10]2[CH:11]=[CH:12][C:7]([S:4]([CH:1]([CH3:2])[CH3:3])(=[O:5])=[O:6])=[CH:8][C:9]=2[O:22][CH3:23])[CH:26]=1. The yield is 0.690.